From a dataset of Forward reaction prediction with 1.9M reactions from USPTO patents (1976-2016). Predict the product of the given reaction. (1) Given the reactants [NH2:1][C:2]1[N:10]=[CH:9][N:8]=[C:7]2[C:3]=1[N:4]=[CH:5][N:6]2[C@H:11]1[C@@H:15]2[O:16][C:17]([CH3:20])([CH3:19])[O:18][C@@H:14]2[C@@H:13]([CH2:21][N:22](CC2C=CC=CC=2)[CH2:23][CH2:24][CH2:25][CH2:26][C:27]([O:29][CH3:30])=[O:28])[O:12]1, predict the reaction product. The product is: [NH2:1][C:2]1[N:10]=[CH:9][N:8]=[C:7]2[C:3]=1[N:4]=[CH:5][N:6]2[C@H:11]1[C@@H:15]2[O:16][C:17]([CH3:20])([CH3:19])[O:18][C@@H:14]2[C@@H:13]([CH2:21][NH:22][CH2:23][CH2:24][CH2:25][CH2:26][C:27]([O:29][CH3:30])=[O:28])[O:12]1. (2) Given the reactants [C:1]([CH:3](P(OCC)(OCC)=O)[N:4]1[CH2:9][CH2:8][N:7]([C:10]([O:12][C:13]([CH3:16])([CH3:15])[CH3:14])=[O:11])[CH2:6][CH2:5]1)#[N:2].C[Si]([N-][Si](C)(C)C)(C)C.[Na+].[N:35]1[CH:40]=[CH:39][CH:38]=[CH:37][C:36]=1[CH:41]=O, predict the reaction product. The product is: [C:1]([C:3]([N:4]1[CH2:5][CH2:6][N:7]([C:10]([O:12][C:13]([CH3:14])([CH3:15])[CH3:16])=[O:11])[CH2:8][CH2:9]1)=[CH:41][C:36]1[CH:37]=[CH:38][CH:39]=[CH:40][N:35]=1)#[N:2]. (3) Given the reactants [Cl:1][C:2]1[CH:7]=[CH:6][CH:5]=[CH:4][C:3]=1[C:8]1[C:9]([CH2:21][OH:22])=[CH:10][N:11]([C:13]2[C:18]([CH3:19])=[CH:17][N:16]=[C:15]([F:20])[CH:14]=2)[CH:12]=1.C1C=C[NH+]=CC=1.[O-][Cr](Cl)(=O)=O, predict the reaction product. The product is: [Cl:1][C:2]1[CH:7]=[CH:6][CH:5]=[CH:4][C:3]=1[C:8]1[C:9]([CH:21]=[O:22])=[CH:10][N:11]([C:13]2[C:18]([CH3:19])=[CH:17][N:16]=[C:15]([F:20])[CH:14]=2)[CH:12]=1. (4) Given the reactants [Br:1][C:2]1[CH:7]=[CH:6][C:5]([N:8]2[CH:12]=[C:11]([C:13]([O:15]CC)=[O:14])[N:10]=[C:9]2[C:18]2[CH:23]=[CH:22][C:21]([Cl:24])=[CH:20][C:19]=2[Cl:25])=[CH:4][CH:3]=1.[Li+].[OH-].O.Cl, predict the reaction product. The product is: [Br:1][C:2]1[CH:3]=[CH:4][C:5]([N:8]2[CH:12]=[C:11]([C:13]([OH:15])=[O:14])[N:10]=[C:9]2[C:18]2[CH:23]=[CH:22][C:21]([Cl:24])=[CH:20][C:19]=2[Cl:25])=[CH:6][CH:7]=1. (5) The product is: [C:15]1([O:107][C:8]2[CH:9]=[CH:10][CH:11]=[CH:12][CH:14]=2)[CH:20]=[CH:19][CH:18]=[CH:17][CH:16]=1. Given the reactants N1C=CC=CC=1.N1[C:12](C)=[CH:11][CH:10]=[CH:9][C:8]=1[CH3:14].[C:15]1(P([C:15]2[CH:20]=[CH:19][CH:18]=[CH:17][CH:16]=2)[C:15]2[CH:20]=[CH:19][C:18]3[C:17](=CC=CC=3)[C:16]=2[C:15]2[C:20]3[C:19](=CC=CC=3)[CH:18]=[CH:17][C:16]=2P([C:15]2[CH:20]=[CH:19][CH:18]=[CH:17][CH:16]=2)[C:15]2[CH:20]=[CH:19][CH:18]=[CH:17][CH:16]=2)[CH:20]=[CH:19][CH:18]=[CH:17][CH:16]=1.C1(P(C2C=CC=CC=2)C2C=CC3CCCCC=3C=2C2C3CCCCC=3C=CC=2P(C2C=CC=CC=2)C2C=CC=CC=2)C=CC=CC=1.[O:107]1CCOCC1, predict the reaction product. (6) Given the reactants Br[C:2]1[C:10]2[N:9]3[CH2:11][CH2:12][NH:13][C:14](=[O:15])[C:8]3=[C:7]([CH3:16])[C:6]=2[CH:5]=[C:4]([Cl:17])[CH:3]=1.[NH2:18][C:19]1[N:24]=[CH:23][C:22](B(O)O)=[CH:21][N:20]=1, predict the reaction product. The product is: [NH2:18][C:19]1[N:24]=[CH:23][C:22]([C:2]2[C:10]3[N:9]4[CH2:11][CH2:12][NH:13][C:14](=[O:15])[C:8]4=[C:7]([CH3:16])[C:6]=3[CH:5]=[C:4]([Cl:17])[CH:3]=2)=[CH:21][N:20]=1. (7) Given the reactants C[O:2][C:3]([C:5]1[N:6](S(C2C(C)=CC(C)=CC=2C)(=O)=O)[CH:7]=[C:8]([C:10]2[N:15]=[C:14]([NH:16][C:17]3[CH:22]=[CH:21][CH:20]=[CH:19][CH:18]=3)[N:13]=[CH:12][N:11]=2)[CH:9]=1)=[O:4], predict the reaction product. The product is: [C:17]1([NH:16][C:14]2[N:13]=[CH:12][N:11]=[C:10]([C:8]3[CH:9]=[C:5]([C:3]([OH:4])=[O:2])[NH:6][CH:7]=3)[N:15]=2)[CH:18]=[CH:19][CH:20]=[CH:21][CH:22]=1.